This data is from Catalyst prediction with 721,799 reactions and 888 catalyst types from USPTO. The task is: Predict which catalyst facilitates the given reaction. (1) Reactant: [NH2:1][C:2]1[CH:7]=[C:6]([O:8][C:9]2[CH:14]=[CH:13][C:12]([NH:15][C:16]([C:18]3([C:21]([NH:23][C:24]4[CH:29]=[CH:28][C:27]([F:30])=[CH:26][CH:25]=4)=[O:22])[CH2:20][CH2:19]3)=[O:17])=[CH:11][C:10]=2[F:31])[CH:5]=[CH:4][N:3]=1.[CH2:32]([N:34]([CH2:37][CH3:38])[CH2:35][CH3:36])C.ClC([O:42][C:43]1C=CC=C[CH:44]=1)=O.C(OCC)(=[O:51])C. Product: [F:31][C:10]1[CH:11]=[C:12]([NH:15][C:16]([C:18]2([C:21]([NH:23][C:24]3[CH:25]=[CH:26][C:27]([F:30])=[CH:28][CH:29]=3)=[O:22])[CH2:20][CH2:19]2)=[O:17])[CH:13]=[CH:14][C:9]=1[O:8][C:6]1[CH:5]=[CH:4][N:3]=[C:2]([NH:1][C:32]([N:34]2[CH2:37][CH2:38][CH:44]([CH2:43][OH:42])[CH2:36][CH2:35]2)=[O:51])[CH:7]=1. The catalyst class is: 30. (2) Reactant: [C:1]([O:5][NH:6][C:7]([CH2:9][CH2:10][O:11][CH2:12][CH2:13][NH:14][C:15]1[N:16]=[N+:17]([O-:25])[C:18]2[CH:24]=[CH:23][CH:22]=[CH:21][C:19]=2[N:20]=1)=[O:8])([CH3:4])([CH3:3])[CH3:2].C([O:30]NC(CCCCCCNC1N=[N+]([O-])C2C=CC=CC=2N=1)=O)(C)(C)C. Product: [C:1]([O:5][NH:6][C:7]([CH2:9][CH2:10][O:11][CH2:12][CH2:13][NH:14][C:15]1[N:16]=[N+:17]([O-:25])[C:18]2[CH:24]=[CH:23][CH:22]=[CH:21][C:19]=2[N+:20]=1[O-:30])=[O:8])([CH3:4])([CH3:2])[CH3:3]. The catalyst class is: 25. (3) Product: [Br:1][C:2]1[N:6]2[CH:7]=[CH:8][N:9]=[C:10]([NH:20][C:17]3[CH:18]=[CH:19][C:14]([O:13][CH3:12])=[CH:15][CH:16]=3)[C:5]2=[N:4][CH:3]=1. Reactant: [Br:1][C:2]1[N:6]2[C:7](Br)=[CH:8][N:9]=[CH:10][C:5]2=[N:4][CH:3]=1.[CH3:12][O:13][C:14]1[CH:19]=[CH:18][C:17]([NH2:20])=[CH:16][CH:15]=1.C(O)C(F)(F)F.C(N(C(C)C)CC)(C)C. The catalyst class is: 34. (4) The catalyst class is: 53. Product: [Br:21][CH2:8][C:7]1[C:2]([Cl:1])=[C:3]([O:12][CH3:13])[CH:4]=[C:5]([O:10][CH3:11])[C:6]=1[F:9]. Reactant: [Cl:1][C:2]1[C:7]([CH3:8])=[C:6]([F:9])[C:5]([O:10][CH3:11])=[CH:4][C:3]=1[O:12][CH3:13].C1C(=O)N([Br:21])C(=O)C1.CC(N=NC(C#N)(C)C)(C#N)C. (5) Reactant: [CH3:1][C:2]1[CH:3]=[CH:4][C:5]([CH2:8]O)=[N:6][CH:7]=1.S(Cl)([Cl:12])=O. Product: [ClH:12].[Cl:12][CH2:8][C:5]1[CH:4]=[CH:3][C:2]([CH3:1])=[CH:7][N:6]=1. The catalyst class is: 2. (6) Reactant: [N:1]1[C:10]2[C:5](=[CH:6][CH:7]=[CH:8][CH:9]=2)[CH:4]=[C:3]([C:11]([OH:13])=O)[CH:2]=1.CN(C)C=O.C(Cl)(=O)C([Cl:22])=O. Product: [N:1]1[C:10]2[C:5](=[CH:6][CH:7]=[CH:8][CH:9]=2)[CH:4]=[C:3]([C:11]([Cl:22])=[O:13])[CH:2]=1. The catalyst class is: 4. (7) Reactant: S([O-])([O-])(=O)=O.[NH4+].[NH4+].OP([O-])(O)=O.[K+].[O-]S([O-])(=O)=O.[Mg+2].CC1[N+](CC2C=NC(C)=NC=2N)=CSC=1CCO.[NH2:38][C@H:39]([C:44]([OH:46])=[O:45])[C@H:40](CC)[CH3:41].[C:47]([O-:50])([O-:49])=O.[Ca+2]. Product: [NH2:38][C@H:39]([C:44]([OH:46])=[O:45])[CH2:40][CH2:41][C:47]([OH:50])=[O:49]. The catalyst class is: 610. (8) Reactant: [F:1][C:2]1[CH:7]=[CH:6][C:5]([C:8]2[C:12]([C:13]3[CH:14]=[CH:15][C:16](=[O:26])[N:17]([C:19]4[CH:24]=[CH:23][CH:22]=[CH:21][C:20]=4[CH3:25])[N:18]=3)=[C:11]([NH:27][CH2:28][C:29]3([CH2:35]O)[CH2:34][CH2:33][S:32][CH2:31][CH2:30]3)[NH:10][N:9]=2)=[CH:4][CH:3]=1.CCN(CC)CC.CS(Cl)(=O)=O. Product: [F:1][C:2]1[CH:3]=[CH:4][C:5]([C:8]2[C:12]([C:13]3[CH:14]=[CH:15][C:16](=[O:26])[N:17]([C:19]4[CH:24]=[CH:23][CH:22]=[CH:21][C:20]=4[CH3:25])[N:18]=3)=[C:11]3[NH:27][CH2:28][C:29]4([CH2:35][N:10]3[N:9]=2)[CH2:34][CH2:33][S:32][CH2:31][CH2:30]4)=[CH:6][CH:7]=1. The catalyst class is: 23.